From a dataset of Merck oncology drug combination screen with 23,052 pairs across 39 cell lines. Regression. Given two drug SMILES strings and cell line genomic features, predict the synergy score measuring deviation from expected non-interaction effect. Drug 1: CCC1(O)CC2CN(CCc3c([nH]c4ccccc34)C(C(=O)OC)(c3cc4c(cc3OC)N(C)C3C(O)(C(=O)OC)C(OC(C)=O)C5(CC)C=CCN6CCC43C65)C2)C1. Drug 2: Cn1c(=O)n(-c2ccc(C(C)(C)C#N)cc2)c2c3cc(-c4cnc5ccccc5c4)ccc3ncc21. Cell line: ES2. Synergy scores: synergy=54.8.